From a dataset of Forward reaction prediction with 1.9M reactions from USPTO patents (1976-2016). Predict the product of the given reaction. (1) Given the reactants [NH2:1][C:2]1[CH:3]=[CH:4][C:5]([Cl:11])=[C:6]([CH:10]=1)[C:7]([OH:9])=[O:8].[F:12][C:13]1[CH:14]=[C:15]([CH:19]=[CH:20][CH:21]=1)[C:16](Cl)=[O:17], predict the reaction product. The product is: [Cl:11][C:5]1[CH:4]=[CH:3][C:2]([NH:1][C:16](=[O:17])[C:15]2[CH:19]=[CH:20][CH:21]=[C:13]([F:12])[CH:14]=2)=[CH:10][C:6]=1[C:7]([OH:9])=[O:8]. (2) The product is: [CH3:28][C:23]1[CH:22]=[C:21]([CH:26]=[CH:25][C:24]=1[CH3:27])[C:20]([C:11]1[C:12](=[O:19])[C:13]2[C:18](=[CH:17][CH:16]=[CH:15][CH:14]=2)[N:9]([CH2:8][C:6]2[CH:5]=[CH:4][CH:3]=[C:2]([C:34]3[CH:35]=[N:30][CH:31]=[N:32][CH:33]=3)[N:7]=2)[CH:10]=1)=[O:29]. Given the reactants Br[C:2]1[N:7]=[C:6]([CH2:8][N:9]2[C:18]3[C:13](=[CH:14][CH:15]=[CH:16][CH:17]=3)[C:12](=[O:19])[C:11]([C:20](=[O:29])[C:21]3[CH:26]=[CH:25][C:24]([CH3:27])=[C:23]([CH3:28])[CH:22]=3)=[CH:10]2)[CH:5]=[CH:4][CH:3]=1.[N:30]1[CH:35]=[C:34](B(O)O)[CH:33]=[N:32][CH:31]=1.C1(P(C2C=CC=CC=2)C2C=CC=CC=2)C=CC=CC=1.C([O-])([O-])=O.[Na+].[Na+], predict the reaction product. (3) Given the reactants [CH3:1][O:2][C:3]1[CH:4]=[C:5]([CH:8]=[C:9]([O:15][CH3:16])[C:10]=1[O:11][CH2:12][CH2:13][CH3:14])[CH:6]=O.[ClH:17].CO.C(O[CH:23](OCC)[CH2:24][NH:25][CH2:26][C:27]1[CH:32]=[CH:31][CH:30]=[C:29]([O:33][CH2:34][CH3:35])[C:28]=1[OH:36])C, predict the reaction product. The product is: [ClH:17].[CH3:1][O:2][C:3]1[CH:4]=[C:5]([CH:8]=[C:9]([O:15][CH3:16])[C:10]=1[O:11][CH2:12][CH2:13][CH3:14])[CH2:6][C:23]1[C:32]2[C:27](=[C:28]([OH:36])[C:29]([O:33][CH2:34][CH3:35])=[CH:30][CH:31]=2)[CH:26]=[N:25][CH:24]=1. (4) Given the reactants C1(C2C3C(=CC=CC=3)C=CC=2P(C2C=CC=CC=2)C2C=CC=CC=2)C2C(=CC=CC=2)C=CC=1P(C1C=CC=CC=1)C1C=CC=CC=1.[O:47]1[CH2:52][CH2:51][CH:50]([NH2:53])[CH2:49][CH2:48]1.Cl[C:55]1[C:60]([CH3:61])=[C:59]([C:62]([O:64][CH3:65])=[O:63])[CH:58]=[CH:57][N:56]=1.C([O-])([O-])=O.[Cs+].[Cs+], predict the reaction product. The product is: [CH3:61][C:60]1[C:55]([NH:53][CH:50]2[CH2:51][CH2:52][O:47][CH2:48][CH2:49]2)=[N:56][CH:57]=[CH:58][C:59]=1[C:62]([O:64][CH3:65])=[O:63]. (5) Given the reactants I[C:2]1[CH:7]=[C:6]([I:8])[N:5]=[N:4][C:3]=1[NH2:9].CCN(CC)CC.[C:17]([C:19]1([O:23][Si:24]([CH3:27])([CH3:26])[CH3:25])[CH2:22][O:21][CH2:20]1)#[CH:18], predict the reaction product. The product is: [I:8][C:6]1[N:5]=[N:4][C:3]([NH2:9])=[C:2]([C:18]#[C:17][C:19]2([O:23][Si:24]([CH3:26])([CH3:25])[CH3:27])[CH2:22][O:21][CH2:20]2)[CH:7]=1. (6) Given the reactants [CH:1]1([NH:4][C:5]([C:7]2[CH:12]=[CH:11][C:10]([C:13]3[CH:18]=[CH:17][C:16]([CH2:19][C@H:20]([NH:33][C:34]([C@H:36]4[CH2:41][CH2:40][C@H:39]([CH2:42][NH:43]C(=O)OC(C)(C)C)[CH2:38][CH2:37]4)=[O:35])[C:21]([NH:23][C:24]4[CH:32]=[C:31]5[C:27]([CH:28]=[N:29][NH:30]5)=[CH:26][CH:25]=4)=[O:22])=[CH:15][CH:14]=3)=[C:9]([CH3:51])[CH:8]=2)=[O:6])[CH2:3][CH2:2]1.[ClH:52], predict the reaction product. The product is: [ClH:52].[NH2:43][CH2:42][C@H:39]1[CH2:38][CH2:37][C@H:36]([C:34]([NH:33][C@H:20]([C:21]([NH:23][C:24]2[CH:32]=[C:31]3[C:27]([CH:28]=[N:29][NH:30]3)=[CH:26][CH:25]=2)=[O:22])[CH2:19][C:16]2[CH:17]=[CH:18][C:13]([C:10]3[CH:11]=[CH:12][C:7]([C:5]([NH:4][CH:1]4[CH2:2][CH2:3]4)=[O:6])=[CH:8][C:9]=3[CH3:51])=[CH:14][CH:15]=2)=[O:35])[CH2:41][CH2:40]1.